This data is from Catalyst prediction with 721,799 reactions and 888 catalyst types from USPTO. The task is: Predict which catalyst facilitates the given reaction. (1) Reactant: [F:1][C:2]([F:18])([F:17])[C:3]1[CH:4]=[CH:5][C:6]2[O:10][N:9]=[C:8]([NH:11][CH2:12][C:13]([OH:15])=O)[C:7]=2[CH:16]=1.[C:19]([O:23][C:24]([N:26]1[CH2:29][CH:28]([NH2:30])[CH2:27]1)=[O:25])([CH3:22])([CH3:21])[CH3:20].CCN=C=NCCCN(C)C.C1C=CC2N(O)N=NC=2C=1. Product: [C:19]([O:23][C:24]([N:26]1[CH2:29][CH:28]([NH:30][C:13](=[O:15])[CH2:12][NH:11][C:8]2[C:7]3[CH:16]=[C:3]([C:2]([F:1])([F:18])[F:17])[CH:4]=[CH:5][C:6]=3[O:10][N:9]=2)[CH2:27]1)=[O:25])([CH3:22])([CH3:20])[CH3:21]. The catalyst class is: 2. (2) Reactant: [C:1]([C:7]1[C:15]2[C:10](=[N:11][CH:12]=[C:13]([NH:16][C:17]3[CH:24]=[CH:23][C:20]([CH:21]=O)=[CH:19][CH:18]=3)[N:14]=2)[N:9]([CH2:25][O:26][CH2:27][CH2:28][Si:29]([CH3:32])([CH3:31])[CH3:30])[CH:8]=1)(=[O:6])[C:2]([CH3:5])([CH3:4])[CH3:3].[C:33]([CH2:35][C:36]([NH2:38])=[O:37])#[N:34].C(O)(=O)C.N1CCCCC1. Product: [C:33]([C:35](=[CH:21][C:20]1[CH:23]=[CH:24][C:17]([NH:16][C:13]2[N:14]=[C:15]3[C:7]([C:1](=[O:6])[C:2]([CH3:5])([CH3:3])[CH3:4])=[CH:8][N:9]([CH2:25][O:26][CH2:27][CH2:28][Si:29]([CH3:32])([CH3:31])[CH3:30])[C:10]3=[N:11][CH:12]=2)=[CH:18][CH:19]=1)[C:36]([NH2:38])=[O:37])#[N:34]. The catalyst class is: 8. (3) Reactant: [F:1][C:2]1[CH:3]=[CH:4][C:5]([N+:22]([O-])=O)=[C:6]([CH:21]=1)[O:7][C@H:8]1[CH2:13][CH2:12][CH2:11][N:10]([C:14]([O:16][C:17]([CH3:20])([CH3:19])[CH3:18])=[O:15])[CH2:9]1. Product: [NH2:22][C:5]1[CH:4]=[CH:3][C:2]([F:1])=[CH:21][C:6]=1[O:7][C@H:8]1[CH2:13][CH2:12][CH2:11][N:10]([C:14]([O:16][C:17]([CH3:19])([CH3:20])[CH3:18])=[O:15])[CH2:9]1. The catalyst class is: 19. (4) Reactant: [NH:1]([N:19]1[CH2:24][CH2:23][O:22][CH2:21][CH2:20]1)[C@H:2]([C:12]([O:14]C(C)(C)C)=[O:13])[CH2:3][O:4][CH2:5][C:6]1[CH:11]=[CH:10][CH:9]=[CH:8][CH:7]=1.C(O)(C(F)(F)F)=O. Product: [NH:19]1[CH2:24][CH2:23][O:22][CH2:21][CH2:20]1.[NH2:1][C@H:2]([C:12]([OH:14])=[O:13])[CH2:3][O:4][CH2:5][C:6]1[CH:7]=[CH:8][CH:9]=[CH:10][CH:11]=1. The catalyst class is: 2. (5) Reactant: [Br:1][C:2]1[NH:3][C:4]2[C:9]([C:10]=1[CH:11]1[CH2:16][CH2:15][CH2:14][CH2:13][CH2:12]1)=[CH:8][CH:7]=[C:6]([C:17]([O:19][CH3:20])=[O:18])[CH:5]=2.[H-].[Na+].Cl[CH2:24][S:25][C:26]1[CH:31]=[CH:30][CH:29]=[CH:28][CH:27]=1.O. Product: [Br:1][C:2]1[N:3]([CH2:24][S:25][C:26]2[CH:31]=[CH:30][CH:29]=[CH:28][CH:27]=2)[C:4]2[C:9]([C:10]=1[CH:11]1[CH2:16][CH2:15][CH2:14][CH2:13][CH2:12]1)=[CH:8][CH:7]=[C:6]([C:17]([O:19][CH3:20])=[O:18])[CH:5]=2. The catalyst class is: 9. (6) Reactant: [CH2:1]([O:3][C:4]1[CH:11]=[CH:10][CH:9]=[C:8]([O:12][CH3:13])[C:5]=1[CH:6]=[O:7])[CH3:2].O1CCCC1.[BH4-].[Na+]. Product: [CH2:1]([O:3][C:4]1[CH:11]=[CH:10][CH:9]=[C:8]([O:12][CH3:13])[C:5]=1[CH2:6][OH:7])[CH3:2]. The catalyst class is: 5.